From a dataset of NCI-60 drug combinations with 297,098 pairs across 59 cell lines. Regression. Given two drug SMILES strings and cell line genomic features, predict the synergy score measuring deviation from expected non-interaction effect. (1) Drug 1: C1=CC(=CC=C1C#N)C(C2=CC=C(C=C2)C#N)N3C=NC=N3. Drug 2: CC(C)(C#N)C1=CC(=CC(=C1)CN2C=NC=N2)C(C)(C)C#N. Cell line: UO-31. Synergy scores: CSS=-7.75, Synergy_ZIP=3.82, Synergy_Bliss=-0.691, Synergy_Loewe=-7.38, Synergy_HSA=-7.52. (2) Drug 1: CC1C(C(CC(O1)OC2CC(CC3=C2C(=C4C(=C3O)C(=O)C5=C(C4=O)C(=CC=C5)OC)O)(C(=O)C)O)N)O.Cl. Drug 2: CC1=CC=C(C=C1)C2=CC(=NN2C3=CC=C(C=C3)S(=O)(=O)N)C(F)(F)F. Cell line: EKVX. Synergy scores: CSS=24.0, Synergy_ZIP=5.82, Synergy_Bliss=7.93, Synergy_Loewe=7.99, Synergy_HSA=9.20. (3) Drug 1: C1CCC(CC1)NC(=O)N(CCCl)N=O. Drug 2: CC1CCC2CC(C(=CC=CC=CC(CC(C(=O)C(C(C(=CC(C(=O)CC(OC(=O)C3CCCCN3C(=O)C(=O)C1(O2)O)C(C)CC4CCC(C(C4)OC)OCCO)C)C)O)OC)C)C)C)OC. Cell line: MALME-3M. Synergy scores: CSS=23.0, Synergy_ZIP=-7.80, Synergy_Bliss=-8.15, Synergy_Loewe=-9.60, Synergy_HSA=-4.80. (4) Drug 1: CC1C(C(CC(O1)OC2CC(OC(C2O)C)OC3=CC4=CC5=C(C(=O)C(C(C5)C(C(=O)C(C(C)O)O)OC)OC6CC(C(C(O6)C)O)OC7CC(C(C(O7)C)O)OC8CC(C(C(O8)C)O)(C)O)C(=C4C(=C3C)O)O)O)O. Drug 2: N.N.Cl[Pt+2]Cl. Cell line: SK-OV-3. Synergy scores: CSS=17.1, Synergy_ZIP=-7.34, Synergy_Bliss=-5.07, Synergy_Loewe=-17.7, Synergy_HSA=-3.82. (5) Drug 1: CC12CCC3C(C1CCC2=O)CC(=C)C4=CC(=O)C=CC34C. Drug 2: CC1=CC2C(CCC3(C2CCC3(C(=O)C)OC(=O)C)C)C4(C1=CC(=O)CC4)C. Cell line: A549. Synergy scores: CSS=46.2, Synergy_ZIP=-0.443, Synergy_Bliss=-1.78, Synergy_Loewe=-24.2, Synergy_HSA=0.629. (6) Synergy scores: CSS=43.7, Synergy_ZIP=-3.92, Synergy_Bliss=-0.610, Synergy_Loewe=-19.6, Synergy_HSA=2.46. Drug 1: CCC1=CC2CC(C3=C(CN(C2)C1)C4=CC=CC=C4N3)(C5=C(C=C6C(=C5)C78CCN9C7C(C=CC9)(C(C(C8N6C)(C(=O)OC)O)OC(=O)C)CC)OC)C(=O)OC.C(C(C(=O)O)O)(C(=O)O)O. Cell line: LOX IMVI. Drug 2: CN(CCCl)CCCl.Cl. (7) Drug 1: COC1=CC(=CC(=C1O)OC)C2C3C(COC3=O)C(C4=CC5=C(C=C24)OCO5)OC6C(C(C7C(O6)COC(O7)C8=CC=CS8)O)O. Drug 2: B(C(CC(C)C)NC(=O)C(CC1=CC=CC=C1)NC(=O)C2=NC=CN=C2)(O)O. Cell line: SK-MEL-28. Synergy scores: CSS=5.19, Synergy_ZIP=-3.09, Synergy_Bliss=-0.473, Synergy_Loewe=-3.32, Synergy_HSA=-3.26. (8) Drug 1: C1=NC2=C(N1)C(=S)N=C(N2)N. Drug 2: CC1C(C(=O)NC(C(=O)N2CCCC2C(=O)N(CC(=O)N(C(C(=O)O1)C(C)C)C)C)C(C)C)NC(=O)C3=C4C(=C(C=C3)C)OC5=C(C(=O)C(=C(C5=N4)C(=O)NC6C(OC(=O)C(N(C(=O)CN(C(=O)C7CCCN7C(=O)C(NC6=O)C(C)C)C)C)C(C)C)C)N)C. Cell line: COLO 205. Synergy scores: CSS=24.1, Synergy_ZIP=5.83, Synergy_Bliss=10.3, Synergy_Loewe=8.96, Synergy_HSA=8.74.